From a dataset of Reaction yield outcomes from USPTO patents with 853,638 reactions. Predict the reaction yield, written as a fraction of the theoretical maximum amount of product (1.0 means a 100% yield; for example, 0.34 means a 34% yield). (1) The reactants are [CH:1]1([C@H:7]2[CH2:12][CH2:11][C@H:10]([O:13][C:14]3[C:15]([C:36]([F:39])([F:38])[F:37])=[C:16]4[C:21](=[CH:22][CH:23]=3)[CH:20]=[C:19]([C@:24]([NH:28][C:29](=[O:35])[O:30][C:31]([CH3:34])([CH3:33])[CH3:32])([CH3:27])[CH2:25][OH:26])[CH:18]=[CH:17]4)[CH2:9][CH2:8]2)[CH2:6][CH2:5][CH2:4][CH2:3][CH2:2]1.C(N(CC)[P:43]([O:49][C:50]([CH3:53])([CH3:52])[CH3:51])[O:44][C:45]([CH3:48])([CH3:47])[CH3:46])C.N1C=NN=N1.[O:61]1CCCC1.OO.O.S([O-])([O-])(=O)=S.[Na+].[Na+]. No catalyst specified. The product is [CH:1]1([C@H:7]2[CH2:12][CH2:11][C@H:10]([O:13][C:14]3[C:15]([C:36]([F:37])([F:38])[F:39])=[C:16]4[C:21](=[CH:22][CH:23]=3)[CH:20]=[C:19]([C@:24]([NH:28][C:29](=[O:35])[O:30][C:31]([CH3:33])([CH3:34])[CH3:32])([CH3:27])[CH2:25][O:26][P:43]([O:44][C:45]([CH3:46])([CH3:47])[CH3:48])([O:49][C:50]([CH3:51])([CH3:52])[CH3:53])=[O:61])[CH:18]=[CH:17]4)[CH2:9][CH2:8]2)[CH2:6][CH2:5][CH2:4][CH2:3][CH2:2]1. The yield is 0.800. (2) The reactants are [CH:1]([C:4]1[CH:9]=[CH:8][C:7]([OH:10])=[CH:6][CH:5]=1)([CH3:3])[CH3:2].C(=O)([O-])[O-].[K+].[K+].Br[CH2:18][C:19]([O:21][CH2:22][CH3:23])=[O:20]. The catalyst is CN(C)C=O.O. The product is [CH2:22]([O:21][C:19](=[O:20])[CH2:18][O:10][C:7]1[CH:8]=[CH:9][C:4]([CH:1]([CH3:3])[CH3:2])=[CH:5][CH:6]=1)[CH3:23]. The yield is 0.980. (3) The reactants are Br.[NH2:2][C:3]1[N:11]=[CH:10][C:9]([Br:12])=[CH:8][C:4]=1[C:5](O)=[O:6].[Cl-].[NH4+].CC[N:17](CC)CC.C(P(C#N)(CC)=O)C. The catalyst is C(COC)OC. The product is [NH2:2][C:3]1[N:11]=[CH:10][C:9]([Br:12])=[CH:8][C:4]=1[C:5]([NH2:17])=[O:6]. The yield is 0.440.